This data is from Reaction yield outcomes from USPTO patents with 853,638 reactions. The task is: Predict the reaction yield, written as a fraction of the theoretical maximum amount of product (1.0 means a 100% yield; for example, 0.34 means a 34% yield). (1) The reactants are [N+:1]([C:4]1[CH:27]=[CH:26][C:7]([CH2:8][C:9]([CH2:16][C:17]2[CH:22]=[CH:21][C:20]([N+:23]([O-:25])=[O:24])=[CH:19][CH:18]=2)(C(O)=O)[C:10](O)=[O:11])=[CH:6][CH:5]=1)([O-:3])=[O:2].[CH3:28][CH:29]([CH2:31][CH2:32][CH2:33][C@H:34]([C@@H:36]1[C@:53]2([CH3:54])[C@H:39]([C@H:40]3[C@H:50]([CH2:51][CH2:52]2)[C@:48]2([CH3:49])[C:43]([CH2:44][C@@H:45]([OH:55])[CH2:46][CH2:47]2)=[CH:42][CH2:41]3)[CH2:38][CH2:37]1)[CH3:35])[CH3:30]. The catalyst is CN(C)C1C=CN=CC=1.ClCCl. The product is [N+:1]([C:4]1[CH:5]=[CH:6][C:7]([CH2:8][CH:9]([CH2:16][C:17]2[CH:22]=[CH:21][C:20]([N+:23]([O-:25])=[O:24])=[CH:19][CH:18]=2)[C:10]([O:55][CH:45]2[CH2:46][CH2:47][C@@:48]3([CH3:49])[C:43](=[CH:42][CH2:41][C@@H:40]4[C@@H:50]3[CH2:51][CH2:52][C@@:53]3([CH3:54])[C@H:39]4[CH2:38][CH2:37][C@@H:36]3[C@H:34]([CH3:35])[CH2:33][CH2:32][CH2:31][CH:29]([CH3:28])[CH3:30])[CH2:44]2)=[O:11])=[CH:26][CH:27]=1)([O-:3])=[O:2]. The yield is 0.830. (2) The reactants are [N:1]1([CH2:6][CH:7]([C:9]2[CH:14]=[CH:13][CH:12]=[CH:11][CH:10]=2)[OH:8])[CH:5]=[CH:4][N:3]=[CH:2]1.N1(CCO[C:23]2[CH:24]=[C:25]3[C:30](=[CH:31][CH:32]=2)[C:29](=[O:33])[CH2:28][CH2:27][CH2:26]3)C=CN=C1. No catalyst specified. The product is [N:1]1([CH2:6][CH:7]([C:9]2[CH:14]=[CH:13][CH:12]=[CH:11][CH:10]=2)[O:8][C:23]2[CH:24]=[C:25]3[C:30](=[CH:31][CH:32]=2)[C:29](=[O:33])[CH2:28][CH2:27][CH2:26]3)[CH:5]=[CH:4][N:3]=[CH:2]1. The yield is 0.936. (3) The reactants are [CH3:1][C:2](/[CH:4]=[N:5]/O)=O.[CH3:7][C:8]1(C)CC(=O)C[C:10](=O)[CH2:9]1.[C:17]([OH:20])(=O)[CH3:18]. The catalyst is O.[Zn]. The product is [CH3:1][C:2]1[C:18]2[C:17](=[O:20])[CH2:10][CH2:9][CH2:8][C:7]=2[NH:5][CH:4]=1. The yield is 0.520. (4) The reactants are [F:1][CH:2]([F:10])[C:3]1[C:4]([CH3:9])=[N:5][CH:6]=[CH:7][CH:8]=1.ClC1C=CC=C(C(OO)=[O:19])C=1. The catalyst is ClCCl.[OH-].[Na+]. The product is [F:1][CH:2]([F:10])[C:3]1[C:4]([CH3:9])=[N+:5]([O-:19])[CH:6]=[CH:7][CH:8]=1. The yield is 0.780. (5) The reactants are Br[C:2]1[CH:11]=[C:10]2[C:5]([N:6]=[CH:7][C:8]([N:12]3[CH2:17][CH2:16][O:15][CH2:14][CH2:13]3)=[N:9]2)=[CH:4][CH:3]=1.[B:18]1([B:18]2[O:22][C:21]([CH3:24])([CH3:23])[C:20]([CH3:26])([CH3:25])[O:19]2)[O:22][C:21]([CH3:24])([CH3:23])[C:20]([CH3:26])([CH3:25])[O:19]1.C([O-])(=O)C.[K+]. The catalyst is O1CCOCC1. The product is [N:12]1([C:8]2[CH:7]=[N:6][C:5]3[C:10](=[CH:11][C:2]([B:18]4[O:22][C:21]([CH3:24])([CH3:23])[C:20]([CH3:26])([CH3:25])[O:19]4)=[CH:3][CH:4]=3)[N:9]=2)[CH2:17][CH2:16][O:15][CH2:14][CH2:13]1. The yield is 0.810. (6) The reactants are [N:1]1[CH:6]=[CH:5][CH:4]=[N:3][C:2]=1[C:7]1([CH2:17][OH:18])[CH2:16][CH2:15][C:10]2(OCC[O:11]2)[CH2:9][CH2:8]1.Cl. The catalyst is C1COCC1. The product is [OH:18][CH2:17][C:7]1([C:2]2[N:1]=[CH:6][CH:5]=[CH:4][N:3]=2)[CH2:16][CH2:15][C:10](=[O:11])[CH2:9][CH2:8]1. The yield is 0.980. (7) The reactants are [Br:1][C:2]1[CH:3]=[C:4]([O:16][CH3:17])[CH:5]=[C:6]2[C:11]=1[NH:10][C:9]([C:12]([OH:14])=O)=[CH:8][C:7]2=[O:15].CN(C(ON1N=NC2C=CC=CC1=2)=[N+](C)C)C.[B-](F)(F)(F)F.C1C=CC2N(O)N=NC=2C=1.[O:50]1[CH2:55][CH2:54][N:53]([C:56]2[CH:62]=[CH:61][C:59]([NH2:60])=[CH:58][CH:57]=2)[CH2:52][CH2:51]1.C(N(C(C)C)CC)(C)C. The catalyst is CN(C)C=O. The product is [N:53]1([C:56]2[CH:57]=[CH:58][C:59]([NH:60][C:12]([C:9]3[NH:10][C:11]4[C:6]([C:7](=[O:15])[CH:8]=3)=[CH:5][C:4]([O:16][CH3:17])=[CH:3][C:2]=4[Br:1])=[O:14])=[CH:61][CH:62]=2)[CH2:52][CH2:51][O:50][CH2:55][CH2:54]1. The yield is 0.580. (8) The reactants are [CH3:1][N:2]([CH3:26])[CH2:3][C:4]1([C:10]2[CH:15]=[CH:14][C:13]([O:16][CH2:17][CH2:18][CH2:19][N:20]3[CH2:25][CH2:24][S:23][CH2:22][CH2:21]3)=[CH:12][CH:11]=2)[CH2:9][CH2:8][O:7][CH2:6][CH2:5]1.C(O)(C(F)(F)F)=[O:28].FC(F)(F)C(OO)=O.[OH-:42].[Na+]. The yield is 0.460. The catalyst is C(Cl)Cl. The product is [O:42]=[S:23]1(=[O:28])[CH2:22][CH2:21][N:20]([CH2:19][CH2:18][CH2:17][O:16][C:13]2[CH:12]=[CH:11][C:10]([C:4]3([CH2:3][N:2]([CH3:1])[CH3:26])[CH2:5][CH2:6][O:7][CH2:8][CH2:9]3)=[CH:15][CH:14]=2)[CH2:25][CH2:24]1.